From a dataset of Forward reaction prediction with 1.9M reactions from USPTO patents (1976-2016). Predict the product of the given reaction. (1) Given the reactants C([Zn][CH2:4][CH3:5])C.CCCCCC.COC1C=CC=CC=1[C@H](N[C@H](C1C=CC=CC=1)C)C1C2C(=CC=CC=2)C=CC=1O.[Br:41][C:42]1[CH:49]=[CH:48][C:47]([F:50])=[CH:46][C:43]=1[CH:44]=[O:45].Cl, predict the reaction product. The product is: [Br:41][C:42]1[CH:49]=[CH:48][C:47]([F:50])=[CH:46][C:43]=1[C@H:44]([OH:45])[CH2:4][CH3:5]. (2) Given the reactants [CH2:1]([C:5]1[CH:10]=[CH:9][C:8]([C@@H:11]([CH3:15])[C:12]([OH:14])=[O:13])=[CH:7][CH:6]=1)[CH:2]([CH3:4])[CH3:3].[CH3:16][N:17]([CH3:31])[CH2:18][C@H:19]([CH3:30])[C@H:20]([C:23]1[CH:24]=[C:25](O)[CH:26]=[CH:27][CH:28]=1)[CH2:21][CH3:22].C1(N=C=NC2CCCCC2)CCCCC1, predict the reaction product. The product is: [CH2:1]([C:5]1[CH:6]=[CH:7][C:8]([CH:11]([CH3:15])[C:12]([O:14][C:27]2[CH:26]=[CH:25][CH:24]=[C:23]([CH:20]([CH2:21][CH3:22])[C@H:19]([CH3:30])[CH2:18][N:17]([CH3:31])[CH3:16])[CH:28]=2)=[O:13])=[CH:9][CH:10]=1)[CH:2]([CH3:4])[CH3:3]. (3) Given the reactants [H-].[Na+].[Br:3][C:4]1[CH:9]=[CH:8][CH:7]=[CH:6][C:5]=1[SH:10].Cl[C:12]1[C:13]2[C:18]([N:19]=[C:20]3[C:25]=1[CH:24]=[CH:23][CH:22]=[CH:21]3)=[CH:17][CH:16]=[CH:15][CH:14]=2, predict the reaction product. The product is: [Br:3][C:4]1[CH:9]=[CH:8][CH:7]=[CH:6][C:5]=1[S:10][C:12]1[C:13]2[C:18]([N:19]=[C:20]3[C:25]=1[CH:24]=[CH:23][CH:22]=[CH:21]3)=[CH:17][CH:16]=[CH:15][CH:14]=2. (4) Given the reactants [CH:1]1([CH2:4][NH:5][C@@H:6]2[CH2:8][C@H:7]2[C:9]2[CH:10]=[C:11]([CH:21]=[CH:22][CH:23]=2)[C:12]([NH:14][C:15]2[S:16][C:17]([CH3:20])=[N:18][N:19]=2)=[O:13])[CH2:3][CH2:2]1.[C:24](O[C:24]([O:26][C:27]([CH3:30])([CH3:29])[CH3:28])=[O:25])([O:26][C:27]([CH3:30])([CH3:29])[CH3:28])=[O:25].C(=O)([O-])O.[Na+].O, predict the reaction product. The product is: [CH:1]1([CH2:4][N:5]([C@@H:6]2[CH2:8][C@H:7]2[C:9]2[CH:23]=[CH:22][CH:21]=[C:11]([C:12](=[O:13])[NH:14][C:15]3[S:16][C:17]([CH3:20])=[N:18][N:19]=3)[CH:10]=2)[C:24](=[O:25])[O:26][C:27]([CH3:30])([CH3:29])[CH3:28])[CH2:3][CH2:2]1. (5) Given the reactants [CH3:1][CH:2]([O:4][C:5](=[O:29])[NH:6][C@H:7]1[C:16]2[C:11](=[CH:12][CH:13]=[C:14]([C:17]3[CH:22]=[CH:21][C:20]([CH:23]=O)=[CH:19][CH:18]=3)[CH:15]=2)[N:10]([C:25](=[O:27])[CH3:26])[C@@H:9]([CH3:28])[CH2:8]1)[CH3:3].[CH3:30][NH2:31].C1COCC1.[BH4-].[Na+], predict the reaction product. The product is: [CH3:3][CH:2]([O:4][C:5](=[O:29])[NH:6][C@H:7]1[C:16]2[C:11](=[CH:12][CH:13]=[C:14]([C:17]3[CH:18]=[CH:19][C:20]([CH2:23][NH:31][CH3:30])=[CH:21][CH:22]=3)[CH:15]=2)[N:10]([C:25](=[O:27])[CH3:26])[C@@H:9]([CH3:28])[CH2:8]1)[CH3:1]. (6) Given the reactants O=C1C2C(=CC=CC=2)C(=O)[N:3]1[CH2:12][C:13]1[CH:18]=[CH:17][C:16]([S:19]([NH:22][CH2:23][CH3:24])(=[O:21])=[O:20])=[CH:15][CH:14]=1.NN, predict the reaction product. The product is: [CH2:23]([NH:22][S:19]([C:16]1[CH:17]=[CH:18][C:13]([CH2:12][NH2:3])=[CH:14][CH:15]=1)(=[O:21])=[O:20])[CH3:24].